From a dataset of Full USPTO retrosynthesis dataset with 1.9M reactions from patents (1976-2016). Predict the reactants needed to synthesize the given product. The reactants are: Br[C:2]1[CH:3]=[C:4]2[CH:10]=[CH:9][NH:8][C:5]2=[N:6][CH:7]=1.Cl.[B:12]1([B:12]2[O:16][C:15]([CH3:18])([CH3:17])[C:14]([CH3:20])([CH3:19])[O:13]2)[O:16][C:15]([CH3:18])([CH3:17])[C:14]([CH3:20])([CH3:19])[O:13]1.C([O-])(=O)C.[K+]. Given the product [CH3:19][C:14]1([CH3:20])[C:15]([CH3:18])([CH3:17])[O:16][B:12]([C:2]2[CH:3]=[C:4]3[CH:10]=[CH:9][NH:8][C:5]3=[N:6][CH:7]=2)[O:13]1, predict the reactants needed to synthesize it.